This data is from Forward reaction prediction with 1.9M reactions from USPTO patents (1976-2016). The task is: Predict the product of the given reaction. Given the reactants Cl.[NH:2]1[CH2:7][CH2:6][CH:5]([C:8]2[NH:9][C:10](=[O:18])[C:11]3[C:16]([CH:17]=2)=[CH:15][CH:14]=[CH:13][CH:12]=3)[CH2:4][CH2:3]1.Br[CH2:20][CH2:21][OH:22], predict the reaction product. The product is: [OH:22][CH2:21][CH2:20][N:2]1[CH2:7][CH2:6][CH:5]([C:8]2[NH:9][C:10](=[O:18])[C:11]3[C:16]([CH:17]=2)=[CH:15][CH:14]=[CH:13][CH:12]=3)[CH2:4][CH2:3]1.